Dataset: P-glycoprotein inhibition data for predicting drug efflux from Broccatelli et al.. Task: Regression/Classification. Given a drug SMILES string, predict its absorption, distribution, metabolism, or excretion properties. Task type varies by dataset: regression for continuous measurements (e.g., permeability, clearance, half-life) or binary classification for categorical outcomes (e.g., BBB penetration, CYP inhibition). Dataset: pgp_broccatelli. (1) The molecule is O=C(COc1ccc(Cl)cc1)N1CCN(Cc2ccc3c(c2)OCO3)CC1. The result is 1 (inhibitor). (2) The compound is Cc1cc(C)nc(NS(=O)(=O)c2ccc(N)cc2)n1. The result is 0 (non-inhibitor). (3) The drug is O=C(CCc1ccccc1)c1ccccc1OC[C@@H](O)CNCC(c1ccccc1)c1ccccc1. The result is 1 (inhibitor). (4) The drug is CNC(=O)O/N=C(\C)SC. The result is 0 (non-inhibitor). (5) The molecule is O=C(CCc1ccccc1)c1ccccc1OCCCN1CCCCC1. The result is 1 (inhibitor). (6) The compound is COc1cc(C(=O)C(=O)N2CCCC[C@H]2C(=O)OC(CCCc2cccnc2)CCCc2cccnc2)cc(OC)c1OC. The result is 1 (inhibitor). (7) The molecule is N#Cc1c2n(c3c(N4CCN(CCCc5ccccc5)CC4)ncnc13)CCCC2. The result is 1 (inhibitor). (8) The molecule is O=c1cc(-c2ccccc2)oc2ccccc12. The result is 1 (inhibitor).